From a dataset of Reaction yield outcomes from USPTO patents with 853,638 reactions. Predict the reaction yield, written as a fraction of the theoretical maximum amount of product (1.0 means a 100% yield; for example, 0.34 means a 34% yield). (1) The reactants are [CH3:1][CH2:2][CH2:3][O:4][C:5]1[CH:6]=[C:7]2[C:12](=[CH:13][C:14]=1[O:15][CH3:16])[N:11]=[CH:10][N:9]=[C:8]2[O:17][C:18]1[CH:23]=[CH:22][C:21]([NH:24][C:25]([NH:27][CH2:28][CH2:29][CH3:30])=[O:26])=[C:20]([Cl:31])[CH:19]=1.C(=O)([O-])[O-].[K+].[K+].[NH:38]1[CH2:43][CH2:42][O:41][CH2:40][CH2:39]1.O. The catalyst is CN(C)C=O. The product is [Cl:31][C:20]1[CH:19]=[C:18]([O:17][C:8]2[C:7]3[C:12](=[CH:13][C:14]([O:15][CH3:16])=[C:5]([O:4][CH2:3][CH2:2][CH2:1][N:38]4[CH2:43][CH2:42][O:41][CH2:40][CH2:39]4)[CH:6]=3)[N:11]=[CH:10][N:9]=2)[CH:23]=[CH:22][C:21]=1[NH:24][C:25]([NH:27][CH2:28][CH2:29][CH3:30])=[O:26]. The yield is 0.770. (2) The reactants are [CH3:1][S:2]([C:5]1[CH:12]=[CH:11][C:8]([CH:9]=O)=[CH:7][CH:6]=1)(=[O:4])=[O:3].[NH2:13][C:14]1[CH:19]=[CH:18][CH:17]=[CH:16][C:15]=1/[CH:20]=[CH:21]/[C:22]([O:24][CH3:25])=[O:23].[BH-](OC(C)=O)(OC(C)=O)OC(C)=O.[Na+]. The catalyst is C(Cl)Cl. The product is [CH3:1][S:2]([C:5]1[CH:12]=[CH:11][C:8]([CH2:9][NH:13][C:14]2[CH:19]=[CH:18][CH:17]=[CH:16][C:15]=2/[CH:20]=[CH:21]/[C:22]([O:24][CH3:25])=[O:23])=[CH:7][CH:6]=1)(=[O:4])=[O:3]. The yield is 0.280. (3) The reactants are [N:1]1[CH:10]=[CH:9][C:8]2[C:3]3=[C:4]([CH2:11][C:12](=O)[C:2]=13)[CH:5]=[CH:6][CH:7]=2.[O:14]=[C:15]1[CH:23]([CH2:24][C:25]([O:27][CH2:28][CH3:29])=[O:26])[C:22]2[C:17](=[CH:18][CH:19]=[CH:20][CH:21]=2)[N:16]1[CH:30]1[CH2:35][CH2:34][NH:33][CH2:32][CH2:31]1.C([BH3-])#N.[Na+]. The catalyst is O1CCCC1.[O-]CC.[Ti+4].[O-]CC.[O-]CC.[O-]CC. The product is [N:1]1[CH:10]=[CH:9][C:8]2[C:3]3=[C:4]([CH2:11][CH:12]([N:33]4[CH2:34][CH2:35][CH:30]([N:16]5[C:17]6[C:22](=[CH:21][CH:20]=[CH:19][CH:18]=6)[CH:23]([CH2:24][C:25]([O:27][CH2:28][CH3:29])=[O:26])[C:15]5=[O:14])[CH2:31][CH2:32]4)[C:2]=13)[CH:5]=[CH:6][CH:7]=2. The yield is 0.290.